Dataset: Reaction yield outcomes from USPTO patents with 853,638 reactions. Task: Predict the reaction yield, written as a fraction of the theoretical maximum amount of product (1.0 means a 100% yield; for example, 0.34 means a 34% yield). The reactants are CC(C)([O-])C.[K+].[C:7]([O:11][C:12](=[O:26])[CH2:13][CH:14](P(OCC)(OCC)=O)[C:15]([OH:17])=[O:16])([CH3:10])([CH3:9])[CH3:8].[CH:27]1([CH2:33][CH2:34][CH:35]=O)[CH2:32][CH2:31][CH2:30][CH2:29][CH2:28]1.C(O)(=O)CC(CC(O)=O)(C(O)=O)O.[CH:50]1([NH2:56])[CH2:55][CH2:54][CH2:53][CH2:52][CH2:51]1. The catalyst is C1COCC1.C(OCC)(=O)C. The product is [CH:50]1([NH2:56])[CH2:55][CH2:54][CH2:53][CH2:52][CH2:51]1.[C:7]([O:11][C:12](=[O:26])[CH2:13]/[C:14](=[CH:35]\[CH2:34][CH2:33][CH:27]1[CH2:32][CH2:31][CH2:30][CH2:29][CH2:28]1)/[C:15]([OH:17])=[O:16])([CH3:8])([CH3:9])[CH3:10]. The yield is 0.670.